Dataset: Catalyst prediction with 721,799 reactions and 888 catalyst types from USPTO. Task: Predict which catalyst facilitates the given reaction. (1) Reactant: [C:1]([O:4][C@H:5]([C@H:8]([C@H:13]([C@@H:18]([CH2:23][O:24][C:25](=[O:27])[CH3:26])[O:19][C:20](=[O:22])[CH3:21])[O:14][C:15](=[O:17])[CH3:16])[O:9][C:10](=O)C)C=O)(=[O:3])[CH3:2].[CH2:28]([S:30][Si](C)(C)C)[CH3:29].FC(F)(F)S(O[Si](C)(C)C)(=O)=O. Product: [C:25]([O:24][C@@H:23]1[C@@H:18]([O:19][C:20](=[O:22])[CH3:21])[C@@H:13]([O:14][C:15](=[O:17])[CH3:16])[C@@H:8]([CH2:5][O:4][C:1](=[O:3])[CH3:2])[O:9][C@H:10]1[S:30][CH2:28][CH3:29])(=[O:27])[CH3:26]. The catalyst class is: 2. (2) The catalyst class is: 14. Product: [CH:11](=[N:10][CH2:9][CH2:8][C:4]1[CH:5]=[CH:6][CH:7]=[C:2]([Cl:1])[CH:3]=1)[C:12]1[CH:17]=[CH:16][CH:15]=[CH:14][CH:13]=1. Reactant: [Cl:1][C:2]1[CH:3]=[C:4]([CH2:8][CH2:9][NH2:10])[CH:5]=[CH:6][CH:7]=1.[CH:11](=O)[C:12]1[CH:17]=[CH:16][CH:15]=[CH:14][CH:13]=1. (3) Reactant: Br[C:2]1[N:3]([CH2:17][CH:18]2[CH2:23][CH2:22][N:21](C(OC(C)(C)C)=O)[CH2:20][CH2:19]2)[C:4]2[C:9]([N:10]=1)=[C:8]([NH2:11])[N:7]=[C:6]([O:12][CH2:13][CH2:14][CH2:15][CH3:16])[N:5]=2.[ClH:31].O1CCOCC1.C(=O)([O-])[O-].[K+].[K+].[CH2:44]([O:46][C:47]([C:49]1[O:50][C:51]([CH2:54]Br)=[CH:52][CH:53]=1)=[O:48])[CH3:45]. Product: [CH2:13]([O:12][C:6]1[N:5]=[C:4]2[C:9]([N:10]=[C:2]([Cl:31])[N:3]2[CH2:17][CH:18]2[CH2:19][CH2:20][N:21]([CH2:54][C:51]3[O:50][C:49]([C:47]([O:46][CH2:44][CH3:45])=[O:48])=[CH:53][CH:52]=3)[CH2:22][CH2:23]2)=[C:8]([NH2:11])[N:7]=1)[CH2:14][CH2:15][CH3:16]. The catalyst class is: 3.